From a dataset of Reaction yield outcomes from USPTO patents with 853,638 reactions. Predict the reaction yield, written as a fraction of the theoretical maximum amount of product (1.0 means a 100% yield; for example, 0.34 means a 34% yield). (1) The reactants are [C:1]([O:5][C:6]([N:8]([CH2:12][CH:13]1[CH2:18][CH2:17][N:16]([C:19](=[O:32])[CH2:20][CH2:21][C:22]2[CH:30]=[CH:29][C:25]([C:26](O)=[O:27])=[CH:24][C:23]=2[CH3:31])[CH2:15][CH2:14]1)[CH:9]1[CH2:11][CH2:10]1)=[O:7])([CH3:4])([CH3:3])[CH3:2].C(N(CC)CC)C.[CH3:40][N:41]1[C:50]2[NH:49][C:48]3[CH:51]=[CH:52][CH:53]=[CH:54][C:47]=3[NH:46][CH2:45][C:44]=2[CH:43]=[N:42]1. The catalyst is CN(C1C=CN=CC=1)C.ClCCl. The product is [C:1]([O:5][C:6](=[O:7])[N:8]([CH:9]1[CH2:11][CH2:10]1)[CH2:12][CH:13]1[CH2:14][CH2:15][N:16]([C:19](=[O:32])[CH2:20][CH2:21][C:22]2[CH:30]=[CH:29][C:25]([C:26]([N:46]3[CH2:45][C:44]4[CH:43]=[N:42][N:41]([CH3:40])[C:50]=4[NH:49][C:48]4[CH:51]=[CH:52][CH:53]=[CH:54][C:47]3=4)=[O:27])=[CH:24][C:23]=2[CH3:31])[CH2:17][CH2:18]1)([CH3:4])([CH3:3])[CH3:2]. The yield is 0.620. (2) The reactants are [CH:1]([O:3][C:4](=[O:19])[O:5][CH2:6][CH:7]1[CH2:11][CH2:10][N:9](CC2C=CC=CC=2)[CH2:8]1)=[CH2:2].Cl[C:21]([O:23][CH:24]=[CH2:25])=[O:22]. The catalyst is ClCCCl. The product is [CH:24]([O:23][C:21]([N:9]1[CH2:10][CH2:11][CH:7]([CH2:6][O:5][C:4]([O:3][CH:1]=[CH2:2])=[O:19])[CH2:8]1)=[O:22])=[CH2:25]. The yield is 0.830. (3) The reactants are [H-].[Na+].[NH:3]1[CH:7]=[CH:6][N:5]=[CH:4]1.Br[CH2:9][C:10]([O:12][CH2:13][CH3:14])=[O:11]. The catalyst is C1COCC1.O. The product is [CH2:13]([O:12][C:10](=[O:11])[CH2:9][N:3]1[CH:7]=[CH:6][N:5]=[CH:4]1)[CH3:14]. The yield is 0.650. (4) The catalyst is CN(C=O)C.C(OCC)(=O)C. The product is [CH3:11][O:10][C:3]1[CH:4]=[C:5]([CH:8]=[CH:9][C:2]=1[N:12]1[CH:16]=[CH:15][CH:14]=[N:13]1)[CH:6]=[O:7]. The reactants are F[C:2]1[CH:9]=[CH:8][C:5]([CH:6]=[O:7])=[CH:4][C:3]=1[O:10][CH3:11].[NH:12]1[CH:16]=[CH:15][CH:14]=[N:13]1.C([O-])([O-])=O.[K+].[K+]. The yield is 0.580. (5) The reactants are Br[C:2]1[C:3]2[O:10][CH:9]=[CH:8][C:4]=2[CH:5]=[N:6][CH:7]=1.[OH-:11].[K+].C(P(C(C)(C)C)C1C(C)=C(C)C(C)=C(C)C=1C1C(C(C)C)=CC(C(C)C)=CC=1C(C)C)(C)(C)C. The catalyst is O.O1CCOCC1.C1C=CC(/C=C/C(/C=C/C2C=CC=CC=2)=O)=CC=1.C1C=CC(/C=C/C(/C=C/C2C=CC=CC=2)=O)=CC=1.C1C=CC(/C=C/C(/C=C/C2C=CC=CC=2)=O)=CC=1.[Pd].[Pd]. The product is [O:10]1[C:3]2[C:2]([OH:11])=[CH:7][N:6]=[CH:5][C:4]=2[CH:8]=[CH:9]1. The yield is 0.810. (6) The reactants are [H-].C([Al+]CC(C)C)C(C)C.[OH:11][CH:12]([CH:22]1[CH2:27][CH:26]2[CH2:28][CH:23]1[CH:24]=[CH:25]2)[C:13]([F:21])([F:20])[C:14](=[O:19])[C:15]([F:18])([F:17])[F:16].Cl. The catalyst is C1(C)C=CC=CC=1. The product is [CH:23]12[CH2:28][CH:26]([CH:25]=[CH:24]1)[CH2:27][CH:22]2[CH:12]([OH:11])[C:13]([F:20])([F:21])[CH:14]([OH:19])[C:15]([F:18])([F:17])[F:16]. The yield is 0.950. (7) The reactants are [N:1]([C@@H:4]1[CH2:8][N:7]([C:9]([O:11][C:12]([CH3:15])([CH3:14])[CH3:13])=[O:10])[C@H:6]([CH3:16])[CH2:5]1)=[N+]=[N-].[CH:17]1([S:20](Cl)(=[O:22])=[O:21])[CH2:19][CH2:18]1.C([O-])(O)=O.[Na+]. The catalyst is CCO.[OH-].[OH-].[Pd+2]. The product is [CH:17]1([S:20]([NH:1][C@@H:4]2[CH2:8][N:7]([C:9]([O:11][C:12]([CH3:15])([CH3:14])[CH3:13])=[O:10])[C@H:6]([CH3:16])[CH2:5]2)(=[O:22])=[O:21])[CH2:19][CH2:18]1. The yield is 0.480.